From a dataset of Peptide-MHC class I binding affinity with 185,985 pairs from IEDB/IMGT. Regression. Given a peptide amino acid sequence and an MHC pseudo amino acid sequence, predict their binding affinity value. This is MHC class I binding data. (1) The peptide sequence is ETKITFALK. The MHC is HLA-A33:01 with pseudo-sequence HLA-A33:01. The binding affinity (normalized) is 0.729. (2) The peptide sequence is QVPLRPMTSK. The MHC is HLA-A02:06 with pseudo-sequence HLA-A02:06. The binding affinity (normalized) is 0. (3) The peptide sequence is TMLLMLLPTA. The MHC is HLA-A02:17 with pseudo-sequence HLA-A02:17. The binding affinity (normalized) is 0.400. (4) The peptide sequence is TPALATRGF. The MHC is HLA-A02:01 with pseudo-sequence HLA-A02:01. The binding affinity (normalized) is 0.0847. (5) The binding affinity (normalized) is 1.00. The peptide sequence is KLPRWIFFA. The MHC is HLA-A02:16 with pseudo-sequence HLA-A02:16. (6) The peptide sequence is GQFGSGWTW. The MHC is HLA-A01:01 with pseudo-sequence HLA-A01:01. The binding affinity (normalized) is 0.0847.